This data is from NCI-60 drug combinations with 297,098 pairs across 59 cell lines. The task is: Regression. Given two drug SMILES strings and cell line genomic features, predict the synergy score measuring deviation from expected non-interaction effect. (1) Drug 1: C1CN1C2=NC(=NC(=N2)N3CC3)N4CC4. Drug 2: COC1=C(C=C2C(=C1)N=CN=C2NC3=CC(=C(C=C3)F)Cl)OCCCN4CCOCC4. Cell line: NCI-H322M. Synergy scores: CSS=21.2, Synergy_ZIP=0.774, Synergy_Bliss=0.922, Synergy_Loewe=-24.5, Synergy_HSA=-0.625. (2) Drug 1: CC1C(C(CC(O1)OC2CC(CC3=C2C(=C4C(=C3O)C(=O)C5=C(C4=O)C(=CC=C5)OC)O)(C(=O)CO)O)N)O.Cl. Drug 2: C1=CC(=C2C(=C1NCCNCCO)C(=O)C3=C(C=CC(=C3C2=O)O)O)NCCNCCO. Cell line: SK-OV-3. Synergy scores: CSS=36.9, Synergy_ZIP=3.43, Synergy_Bliss=2.95, Synergy_Loewe=-13.4, Synergy_HSA=3.47. (3) Drug 1: COC1=CC(=CC(=C1O)OC)C2C3C(COC3=O)C(C4=CC5=C(C=C24)OCO5)OC6C(C(C7C(O6)COC(O7)C8=CC=CS8)O)O. Drug 2: C1CCC(CC1)NC(=O)N(CCCl)N=O. Cell line: HCT116. Synergy scores: CSS=57.9, Synergy_ZIP=-7.56, Synergy_Bliss=-6.99, Synergy_Loewe=-16.2, Synergy_HSA=-2.73.